This data is from Forward reaction prediction with 1.9M reactions from USPTO patents (1976-2016). The task is: Predict the product of the given reaction. (1) The product is: [ClH:18].[F:1][C:2]1[CH:3]=[C:4]([CH:13]([NH2:23])[CH2:14][O:15][CH3:16])[CH:5]=[CH:6][C:7]=1[O:8][C:9]([F:12])([F:11])[F:10]. Given the reactants [F:1][C:2]1[CH:3]=[C:4]([C:13](=O)[CH2:14][O:15][CH3:16])[CH:5]=[CH:6][C:7]=1[O:8][C:9]([F:12])([F:11])[F:10].[ClH:18].NO.C([N:23](CC)CC)C, predict the reaction product. (2) Given the reactants [Cl:1][C:2]1[CH:7]=[CH:6][C:5]([C:8]2[N:12]([C:13]3[CH:18]=[CH:17][C:16]([Cl:19])=[CH:15][C:14]=3[Cl:20])[N:11]=[C:10]([C:21]([NH:23][NH:24][C:25](=O)[C:26]([CH3:29])([CH3:28])[CH3:27])=O)[C:9]=2[S:31][CH3:32])=[CH:4][CH:3]=1.COC1C=CC(P2(SP(C3C=CC(OC)=CC=3)(=S)S2)=[S:42])=CC=1, predict the reaction product. The product is: [C:26]([C:25]1[S:42][C:21]([C:10]2[C:9]([S:31][CH3:32])=[C:8]([C:5]3[CH:6]=[CH:7][C:2]([Cl:1])=[CH:3][CH:4]=3)[N:12]([C:13]3[CH:18]=[CH:17][C:16]([Cl:19])=[CH:15][C:14]=3[Cl:20])[N:11]=2)=[N:23][N:24]=1)([CH3:29])([CH3:28])[CH3:27]. (3) Given the reactants Cl.[CH:2]1([NH:9][C:10](=[O:39])[NH:11][C:12]2[C:13]([F:38])=[CH:14][C:15]([CH3:37])=[C:16]([C:18]3[C:19]([CH3:36])=[N:20][C:21]4[C:26]([CH:27]=3)=[CH:25][N:24]=[C:23]([NH:28]C(=O)OC(C)(C)C)[CH:22]=4)[CH:17]=2)[CH2:8][CH2:7][CH2:6][CH2:5][CH2:4][CH2:3]1, predict the reaction product. The product is: [NH2:28][C:23]1[CH:22]=[C:21]2[C:26]([CH:27]=[C:18]([C:16]3[C:15]([CH3:37])=[CH:14][C:13]([F:38])=[C:12]([NH:11][C:10]([NH:9][CH:2]4[CH2:3][CH2:4][CH2:5][CH2:6][CH2:7][CH2:8]4)=[O:39])[CH:17]=3)[C:19]([CH3:36])=[N:20]2)=[CH:25][N:24]=1. (4) Given the reactants [OH:1][C:2]1[CH:3]=[C:4]([O:14][C:15]2[CH:16]=[N:17][C:18]([S:21]([CH3:24])(=[O:23])=[O:22])=[CH:19][CH:20]=2)[CH:5]=[C:6]2[C:10]=1[NH:9][C:8]([C:11]([OH:13])=[O:12])=[CH:7]2.Cl.O.[CH3:27]O, predict the reaction product. The product is: [OH:1][C:2]1[CH:3]=[C:4]([O:14][C:15]2[CH:16]=[N:17][C:18]([S:21]([CH3:24])(=[O:23])=[O:22])=[CH:19][CH:20]=2)[CH:5]=[C:6]2[C:10]=1[NH:9][C:8]([C:11]([O:13][CH3:27])=[O:12])=[CH:7]2.